Dataset: Catalyst prediction with 721,799 reactions and 888 catalyst types from USPTO. Task: Predict which catalyst facilitates the given reaction. (1) Reactant: [F:1][C:2]1[CH:7]=[CH:6][C:5]([CH:8]=[CH:9][CH:10]2[CH2:15][CH2:14][C:13]([N:22]([CH3:24])[CH3:23])([C:16]3[CH:21]=[CH:20][CH:19]=[CH:18][CH:17]=3)[CH2:12][CH2:11]2)=[CH:4][CH:3]=1.[ClH:25]. Product: [ClH:25].[F:1][C:2]1[CH:3]=[CH:4][C:5]([CH:8]=[CH:9][CH:10]2[CH2:15][CH2:14][C:13]([N:22]([CH3:24])[CH3:23])([C:16]3[CH:17]=[CH:18][CH:19]=[CH:20][CH:21]=3)[CH2:12][CH2:11]2)=[CH:6][CH:7]=1.[F:1][C:2]1[CH:3]=[CH:4][C:5]([CH:8]=[CH:9][CH:10]2[CH2:15][CH2:14][C:13]([N:22]([CH3:24])[CH3:23])([C:16]3[CH:17]=[CH:18][CH:19]=[CH:20][CH:21]=3)[CH2:12][CH2:11]2)=[CH:6][CH:7]=1. The catalyst class is: 131. (2) Reactant: C([O:5][C:6](=[O:59])[CH2:7][N:8]([CH2:51][C:52](=[O:58])[O:53]C(C)(C)C)[CH:9]([CH2:39][CH2:40][CH2:41][C:42]1[CH:47]=[CH:46][C:45]([N+:48]([O-:50])=[O:49])=[CH:44][CH:43]=1)[CH2:10][N:11]([CH2:20][CH2:21][N:22]([CH2:31][C:32]([O:34]C(C)(C)C)=[O:33])[CH2:23][C:24](=[O:30])[O:25]C(C)(C)C)[CH2:12][C:13]([O:15]C(C)(C)C)=[O:14])(C)(C)C.Cl.CCOCC. Product: [C:6]([CH2:7][N:8]([CH2:51][C:52]([OH:58])=[O:53])[CH:9]([CH2:39][CH2:40][CH2:41][C:42]1[CH:47]=[CH:46][C:45]([N+:48]([O-:50])=[O:49])=[CH:44][CH:43]=1)[CH2:10][N:11]([CH2:20][CH2:21][N:22]([CH2:31][C:32]([OH:34])=[O:33])[CH2:23][C:24]([OH:30])=[O:25])[CH2:12][C:13]([OH:15])=[O:14])([OH:59])=[O:5]. The catalyst class is: 12. (3) Reactant: [C:1]1([C:7]([OH:9])=O)([C:4]([OH:6])=[O:5])[CH2:3][CH2:2]1.CN1CCOCC1.S(Cl)(Cl)=O.[NH2:21][C:22]1[C:37]([F:38])=[CH:36][C:25]([O:26][C:27]2[CH:32]=[CH:31][N:30]=[C:29]([C:33]([NH2:35])=[O:34])[CH:28]=2)=[C:24]([F:39])[CH:23]=1. Product: [C:33]([C:29]1[CH:28]=[C:27]([O:26][C:25]2[C:24]([F:39])=[CH:23][C:22]([NH:21][C:7]([C:1]3([C:4]([OH:6])=[O:5])[CH2:2][CH2:3]3)=[O:9])=[C:37]([F:38])[CH:36]=2)[CH:32]=[CH:31][N:30]=1)(=[O:34])[NH2:35]. The catalyst class is: 7. (4) Reactant: [NH:1]([C:14]([O:16][CH2:17][C:18]1[CH:23]=[CH:22][CH:21]=[CH:20][CH:19]=1)=[O:15])[C@H:2]([C:11]([OH:13])=[O:12])[CH2:3][C:4](=[O:10])[O:5][C:6]([CH3:9])([CH3:8])[CH3:7].[C:24]1([CH2:34][C@@H:35]([C:37]([OH:39])=[O:38])[NH2:36])[C:33]2[C:28](=[CH:29][CH:30]=[CH:31][CH:32]=2)[CH:27]=[CH:26][CH:25]=1.[NH2:40][C@H:41]([C:45]([O:47]CC=C)=[O:46])[CH:42]([CH3:44])[CH3:43].N1CCOCC1.[Sn]. Product: [NH:1]([C:14]([O:16][CH2:17][C:18]1[CH:23]=[CH:22][CH:21]=[CH:20][CH:19]=1)=[O:15])[C@H:2]([C:11]([OH:13])=[O:12])[CH2:3][C:4](=[O:10])[O:5][C:6]([CH3:9])([CH3:8])[CH3:7].[C:24]1([CH2:34][C@@H:35]([C:37]([OH:39])=[O:38])[NH2:36])[C:33]2[C:28](=[CH:29][CH:30]=[CH:31][CH:32]=2)[CH:27]=[CH:26][CH:25]=1.[NH2:40][C@H:41]([C:45]([OH:47])=[O:46])[CH:42]([CH3:44])[CH3:43]. The catalyst class is: 176. (5) Reactant: N#N.C(NC(C)C)(C)C.CC1CCCO1.[Li]CCCC.[CH2:21]([N:28]1[CH2:32][CH2:31][CH2:30][C:29]1=[O:33])[C:22]1[CH:27]=[CH:26][CH:25]=[CH:24][CH:23]=1.[C:34](OCC)(=[O:39])[CH2:35][CH:36]([CH3:38])[CH3:37]. The catalyst class is: 194. Product: [CH2:21]([N:28]1[CH2:32][CH2:31][C@@H:30]([C:34](=[O:39])[CH2:35][CH:36]([CH3:38])[CH3:37])[C:29]1=[O:33])[C:22]1[CH:27]=[CH:26][CH:25]=[CH:24][CH:23]=1. (6) Reactant: [CH2:1]([N:3](CC)CC)C.F[C:9]1[CH:10]=[C:11](C=C(F)C=1F)[O:12]CCCCCCO[C:20]1[CH:28]=[CH:27][C:23]([C:24](Cl)=O)=[CH:22][CH:21]=1.[CH3:34][OH:35]. Product: [C:11]1(=[O:12])[NH:3][C:34](=[O:35])[CH:9]=[CH:10]1.[CH2:1]=[CH:24][C:23]1[CH:22]=[CH:21][CH:20]=[CH:28][CH:27]=1. The catalyst class is: 60.